This data is from Full USPTO retrosynthesis dataset with 1.9M reactions from patents (1976-2016). The task is: Predict the reactants needed to synthesize the given product. (1) Given the product [O:14]=[C:12]([N:58]1[CH2:59][CH2:60][N:55]([C:61]2[N:62]=[CH:63][CH:64]=[CH:65][N:66]=2)[CH2:56][CH2:57]1)[CH2:11][CH2:10][CH2:9][NH:8][C:6](=[O:7])[O:5][C:1]([CH3:2])([CH3:3])[CH3:4], predict the reactants needed to synthesize it. The reactants are: [C:1]([O:5][C:6]([NH:8][CH2:9][CH2:10][CH2:11][C:12]([OH:14])=O)=[O:7])([CH3:4])([CH3:3])[CH3:2].C[NH3+].F[P-](F)(F)(F)(F)F.N1(OC(N(C)C)=[N+](C)C)C2N=CC=CC=2N=N1.F[P-](F)(F)(F)(F)F.CCN(CC)CC.[N:55]1([C:61]2[N:66]=[CH:65][C:64](Br)=[CH:63][N:62]=2)[CH2:60][CH2:59][NH:58][CH2:57][CH2:56]1. (2) Given the product [Cl:1][C:2]1[CH:7]=[CH:6][C:5]([C:8]2[CH:13]=[C:12]([C:14]([F:17])([F:15])[F:16])[N:11]=[C:10]([C:18]3[CH:23]=[CH:22][N:21]=[C:20]([C:29]4[CH:28]=[N:27][C:26]([NH2:25])=[CH:31][CH:30]=4)[CH:19]=3)[N:9]=2)=[CH:4][CH:3]=1, predict the reactants needed to synthesize it. The reactants are: [Cl:1][C:2]1[CH:7]=[CH:6][C:5]([C:8]2[CH:13]=[C:12]([C:14]([F:17])([F:16])[F:15])[N:11]=[C:10]([C:18]3[CH:23]=[CH:22][N:21]=[C:20](Cl)[CH:19]=3)[N:9]=2)=[CH:4][CH:3]=1.[NH2:25][C:26]1[CH:31]=[CH:30][C:29](B2OC(C)(C)C(C)(C)O2)=[CH:28][N:27]=1. (3) Given the product [C:4]([C:3]1[CH:6]=[CH:7][C:8]([NH:13][C@H:14]([CH2:15][CH:16]([CH3:18])[CH3:17])[C:19]([NH2:21])=[O:20])=[C:9]([F:10])[C:2]=1[F:1])#[N:5], predict the reactants needed to synthesize it. The reactants are: [F:1][C:2]1[C:9]([F:10])=[C:8](F)[CH:7]=[CH:6][C:3]=1[C:4]#[N:5].Cl.[NH2:13][C@@H:14]([C:19]([NH2:21])=[O:20])[CH2:15][CH:16]([CH3:18])[CH3:17].CCN(C(C)C)C(C)C.O. (4) Given the product [CH2:28]([N:24]1[C:25]2[C:21](=[CH:20][C:19]([F:18])=[CH:27][CH:26]=2)[CH2:22][C:23]1=[O:35])[C:29]1[CH:34]=[CH:33][CH:32]=[CH:31][CH:30]=1, predict the reactants needed to synthesize it. The reactants are: C(N1C2C(=CC=CC=2)CC1=O)C1C=CC=CC=1.[F:18][C:19]1[CH:20]=[C:21]2[C:25](=[CH:26][CH:27]=1)[N:24]([CH2:28][C:29]1[CH:34]=[CH:33][CH:32]=[CH:31][CH:30]=1)[C:23](=[O:35])[C:22]2=O.CCOCC. (5) Given the product [NH2:28][C@H:25]1[CH2:24][CH2:23][C@H:22]([NH:21][C:17]2[N:16]=[CH:15][C:14]3[C:19](=[CH:20][C:11]([C:9]([NH:8][CH2:1][C:2]4[CH:3]=[CH:4][CH:5]=[CH:6][CH:7]=4)=[O:10])=[CH:12][CH:13]=3)[N:18]=2)[CH2:27][CH2:26]1, predict the reactants needed to synthesize it. The reactants are: [CH2:1]([NH:8][C:9]([C:11]1[CH:20]=[C:19]2[C:14]([CH:15]=[N:16][C:17]([NH:21][C@H:22]3[CH2:27][CH2:26][C@H:25]([NH:28]C(=O)OC(C)(C)C)[CH2:24][CH2:23]3)=[N:18]2)=[CH:13][CH:12]=1)=[O:10])[C:2]1[CH:7]=[CH:6][CH:5]=[CH:4][CH:3]=1.C(O)(C(F)(F)F)=O. (6) Given the product [O:19]([C@H:27]1[CH2:32][CH2:31][C@H:30]2[C@H:33]3[C@H:42]([CH2:43][CH2:44][C@:28]12[CH3:29])[C:41]1[CH:36]=[CH:37][C:38]([O:45][CH3:46])=[CH:39][C:10]=1[CH:7]([OH:9])[CH2:8]3)[Si:20]([C:23]([CH3:26])([CH3:25])[CH3:24])([CH3:21])[CH3:22], predict the reactants needed to synthesize it. The reactants are: C([Li])CCC.C[C:7]([CH3:10])([O-:9])[CH3:8].[K+].C(NC(C)C)(C)C.[O:19]([C@H:27]1[CH2:32][CH2:31][C@H:30]2[C@H:33]3[C@H:42]([CH2:43][CH2:44][C@:28]12[CH3:29])[C:41]1C=[CH:39][C:38]([O:45][CH3:46])=[CH:37][C:36]=1CC3)[Si:20]([C:23]([CH3:26])([CH3:25])[CH3:24])([CH3:22])[CH3:21].B(OC)(OC)OC.OO.S([O-])([O-])(=O)=S.[Na+].[Na+]. (7) Given the product [Br:1][C:2]1[CH:7]=[CH:6][C:5]([N+:8]([O-:10])=[O:9])=[CH:4][C:3]=1[CH2:11][CH2:12][OH:13], predict the reactants needed to synthesize it. The reactants are: [Br:1][C:2]1[CH:7]=[CH:6][C:5]([N+:8]([O-:10])=[O:9])=[CH:4][C:3]=1[CH2:11][C:12](OC)=[O:13].CO.O. (8) Given the product [Cl:1][C:2]1[CH:3]=[CH:4][C:5]([C@H:8]2[CH2:9][CH2:10][C@H:11](/[CH:14]=[C:22]3\[O:21][C:20](=[O:31])[C:25]4[CH:26]=[CH:27][CH:28]=[CH:29][C:24]=4[C:23]\3=[O:30])[CH2:12][CH2:13]2)=[CH:6][CH:7]=1, predict the reactants needed to synthesize it. The reactants are: [Cl:1][C:2]1[CH:7]=[CH:6][C:5]([C@H:8]2[CH2:13][CH2:12][C@H:11]([CH:14]=O)[CH2:10][CH2:9]2)=[CH:4][CH:3]=1.C(O)(=O)C.[C:20]1(=[O:31])[C:25]2[CH:26]=[CH:27][CH:28]=[CH:29][C:24]=2[C:23](=[O:30])[CH2:22][O:21]1.N1CCOCC1.